This data is from Reaction yield outcomes from USPTO patents with 853,638 reactions. The task is: Predict the reaction yield, written as a fraction of the theoretical maximum amount of product (1.0 means a 100% yield; for example, 0.34 means a 34% yield). (1) The reactants are [Br:1][C:2]1[C:3](Cl)=[C:4]2[CH:10]=[CH:9][NH:8][C:5]2=[N:6][CH:7]=1.[CH3:12][O-:13].[Na+]. The catalyst is CO. The product is [Br:1][C:2]1[C:3]([O:13][CH3:12])=[C:4]2[CH:10]=[CH:9][NH:8][C:5]2=[N:6][CH:7]=1. The yield is 0.270. (2) The reactants are [CH3:1][O:2][C:3](=[O:20])[NH:4][C:5]1[S:6][C:7]2[C:13]([CH:14]([OH:17])[CH2:15][Br:16])=[CH:12][CH:11]=[C:10]([O:18][CH3:19])[C:8]=2[N:9]=1. The catalyst is C(Cl)(Cl)Cl.O=[Mn]=O. The product is [CH3:1][O:2][C:3](=[O:20])[NH:4][C:5]1[S:6][C:7]2[C:13]([C:14](=[O:17])[CH2:15][Br:16])=[CH:12][CH:11]=[C:10]([O:18][CH3:19])[C:8]=2[N:9]=1. The yield is 0.730. (3) The reactants are C(OC(=O)[NH:7][C:8]1[C:12]([C:13]2[N:14]([CH2:43][CH3:44])[C:15]3[C:20]([CH2:21][N:22]4[CH2:26][CH2:25][C@H:24]([NH:27]C(OC(C)(C)C)=O)[CH2:23]4)=[CH:19][N:18]=[C:17]([C:35]4[CH:40]=[CH:39][CH:38]=[C:37]([Cl:41])[CH:36]=4)[C:16]=3[N:42]=2)=[N:11][O:10][N:9]=1)(C)(C)C.[C:46]([OH:52])([C:48]([F:51])([F:50])[F:49])=[O:47]. The catalyst is C(Cl)Cl. The product is [F:49][C:48]([F:51])([F:50])[C:46]([OH:52])=[O:47].[NH2:7][C:8]1[C:12]([C:13]2[N:14]([CH2:43][CH3:44])[C:15]3[C:20]([C:21]([N:22]4[CH2:26][CH2:25][CH:24]([NH2:27])[CH2:23]4)=[O:47])=[CH:19][N:18]=[C:17]([C:35]4[CH:40]=[CH:39][CH:38]=[C:37]([Cl:41])[CH:36]=4)[C:16]=3[N:42]=2)=[N:11][O:10][N:9]=1. The yield is 0.680. (4) The reactants are [CH2:1]([O:3][C:4](=[CH2:8])[C:5]([OH:7])=[O:6])[CH3:2].Br[CH2:10][C:11]1[CH:16]=[CH:15][CH:14]=[CH:13][CH:12]=1.C(=O)([O-])[O-].[K+].[K+]. The catalyst is CN(C=O)C. The product is [CH2:1]([O:3][C:4](=[CH2:8])[C:5]([O:7][CH2:10][C:11]1[CH:16]=[CH:15][CH:14]=[CH:13][CH:12]=1)=[O:6])[CH3:2]. The yield is 0.310. (5) The reactants are C[N:2](C)/[CH:3]=[CH:4]/[C:5]([C:7]1[C:12](=[O:13])[CH:11]=[CH:10][N:9]([C:14]2[CH:19]=[CH:18][CH:17]=[C:16]([CH2:20][CH3:21])[CH:15]=2)[N:8]=1)=O.[CH3:23][S:24]([C:27]1[CH:32]=[CH:31][C:30]([NH:33]N)=[CH:29][CH:28]=1)(=[O:26])=[O:25]. No catalyst specified. The product is [CH2:20]([C:16]1[CH:15]=[C:14]([N:9]2[CH:10]=[CH:11][C:12](=[O:13])[C:7]([C:5]3[N:33]([C:30]4[CH:29]=[CH:28][C:27]([S:24]([CH3:23])(=[O:26])=[O:25])=[CH:32][CH:31]=4)[N:2]=[CH:3][CH:4]=3)=[N:8]2)[CH:19]=[CH:18][CH:17]=1)[CH3:21]. The yield is 0.500.